From a dataset of Catalyst prediction with 721,799 reactions and 888 catalyst types from USPTO. Predict which catalyst facilitates the given reaction. (1) Reactant: [CH:1]([C:4]1[CH:9]=[CH:8][C:7]([C:10](=[O:24])[CH2:11][C:12]([C:14]2[CH:15]=[C:16]([CH:21]=[CH:22][CH:23]=2)[C:17]([O:19]C)=[O:18])=[O:13])=[CH:6][CH:5]=1)([CH3:3])[CH3:2].O[Li].O.Cl. Product: [CH:1]([C:4]1[CH:5]=[CH:6][C:7]([C:10](=[O:24])[CH2:11][C:12]([C:14]2[CH:15]=[C:16]([CH:21]=[CH:22][CH:23]=2)[C:17]([OH:19])=[O:18])=[O:13])=[CH:8][CH:9]=1)([CH3:3])[CH3:2]. The catalyst class is: 24. (2) Reactant: [Cl:1][C:2]1[C:7]([Cl:8])=[CH:6][CH:5]=[CH:4][C:3]=1[C:9]1[CH2:10][CH2:11][NH:12][CH2:13][CH:14]=1.Cl. Product: [Cl:1][C:2]1[C:7]([Cl:8])=[CH:6][CH:5]=[CH:4][C:3]=1[CH:9]1[CH2:14][CH2:13][NH:12][CH2:11][CH2:10]1. The catalyst class is: 663. (3) Reactant: Cl.[CH2:2]([O:9][C:10](=[O:25])[NH:11][CH2:12][CH2:13][CH2:14][CH2:15][C@H:16]([NH2:24])[C:17](=[O:23])[C:18]1[S:19][CH:20]=[CH:21][N:22]=1)[C:3]1[CH:8]=[CH:7][CH:6]=[CH:5][CH:4]=1.[CH:26]1([C:31](Cl)=[O:32])[CH2:30][CH2:29][CH2:28][CH2:27]1. Product: [CH2:2]([O:9][C:10](=[O:25])[NH:11][CH2:12][CH2:13][CH2:14][CH2:15][C@H:16]([NH:24][C:31]([CH:26]1[CH2:30][CH2:29][CH2:28][CH2:27]1)=[O:32])[C:17](=[O:23])[C:18]1[S:19][CH:20]=[CH:21][N:22]=1)[C:3]1[CH:4]=[CH:5][CH:6]=[CH:7][CH:8]=1. The catalyst class is: 2.